Predict the reactants needed to synthesize the given product. From a dataset of Full USPTO retrosynthesis dataset with 1.9M reactions from patents (1976-2016). (1) Given the product [NH2:20][CH2:23][C@@H:24]1[CH2:27][C@H:26]([N:28]2[C:32]3[N:33]=[CH:34][N:35]=[C:36]([NH2:37])[C:31]=3[C:30]([I:38])=[CH:29]2)[CH2:25]1, predict the reactants needed to synthesize it. The reactants are: C1(P(C2C=CC=CC=2)C2C=CC=CC=2)C=CC=CC=1.[N:20]([CH2:23][C@@H:24]1[CH2:27][C@H:26]([N:28]2[C:32]3[N:33]=[CH:34][N:35]=[C:36]([NH2:37])[C:31]=3[C:30]([I:38])=[CH:29]2)[CH2:25]1)=[N+]=[N-].[OH-].[NH4+].CO. (2) Given the product [CH2:43]([O:50][C:51](=[O:54])[CH2:52][NH:53][C:24]([C:10]1[N:11]=[C:12]([C:19](=[O:23])[N:20]([CH3:21])[CH3:22])[C:13]2[C:18]([C:9]=1[O:8][CH2:1][C:2]1[CH:7]=[CH:6][CH:5]=[CH:4][CH:3]=1)=[CH:17][CH:16]=[CH:15][CH:14]=2)=[O:25])[C:44]1[CH:49]=[CH:48][CH:47]=[CH:46][CH:45]=1, predict the reactants needed to synthesize it. The reactants are: [CH2:1]([O:8][C:9]1[C:18]2[C:13](=[CH:14][CH:15]=[CH:16][CH:17]=2)[C:12]([C:19](=[O:23])[N:20]([CH3:22])[CH3:21])=[N:11][C:10]=1[C:24](O)=[O:25])[C:2]1[CH:7]=[CH:6][CH:5]=[CH:4][CH:3]=1.CCN(CC)CC.ClC(OCC(C)C)=O.Cl.[CH2:43]([O:50][C:51](=[O:54])[CH2:52][NH2:53])[C:44]1[CH:49]=[CH:48][CH:47]=[CH:46][CH:45]=1. (3) Given the product [I:35][C:23]1[CH:28]=[CH:27][C:26]([C:29]2[CH:34]=[CH:33][N:32]=[CH:31][CH:30]=2)=[CH:25][CH:24]=1, predict the reactants needed to synthesize it. The reactants are: C1(C2OC3C=C(N[C:23]4[CH:28]=[CH:27][C:26]([C:29]5[CH:34]=[CH:33][N:32]=[CH:31][CH:30]=5)=[CH:25][CH:24]=4)C=CC=3C=2C2C=CC=CC=2)C=CC=CC=1.[I:35]C1C=CC=CC=1. (4) Given the product [Cl:1][C:2]1[CH:18]=[C:17]([Cl:19])[CH:16]=[CH:15][C:3]=1[CH2:4][NH:5][C:6]([C:7]1[CH:12]=[CH:11][N:10]([CH2:21][CH:22]2[CH2:24][CH2:23]2)[C:9](=[O:13])[CH:8]=1)=[O:14], predict the reactants needed to synthesize it. The reactants are: [Cl:1][C:2]1[CH:18]=[C:17]([Cl:19])[CH:16]=[CH:15][C:3]=1[CH2:4][NH:5][C:6](=[O:14])[C:7]1[CH:12]=[CH:11][N:10]=[C:9]([OH:13])[CH:8]=1.Br[CH2:21][CH:22]1[CH2:24][CH2:23]1.C(=O)([O-])[O-].[K+].[K+]. (5) The reactants are: C[Li].[CH3:3][C:4]1[CH2:9][CH2:8][CH2:7][C:6](=[O:10])[CH:5]=1.CN(C)P(N(C)C)(N(C)C)=O.[C:22]([C:27]#N)(=[O:26])[O:23][CH2:24][CH3:25]. Given the product [OH:10][C:6]1[CH2:7][CH2:8][CH2:9][C:4]([CH3:5])([CH3:3])[C:27]=1[C:22]([O:23][CH2:24][CH3:25])=[O:26], predict the reactants needed to synthesize it. (6) Given the product [Cl:9][C:10]1[CH:11]=[CH:12][C:13]([NH:20][C:6]2[CH2:5][CH2:4][C:3](=[O:8])[C:2]=2[CH3:1])=[C:14]([CH:19]=1)[C:15]([O:17][CH3:18])=[O:16].[CH3:14][CH2:15][O:16][C:6]([CH3:2])=[O:7], predict the reactants needed to synthesize it. The reactants are: [CH3:1][CH:2]1[C:6](=[O:7])[CH2:5][CH2:4][C:3]1=[O:8].[Cl:9][C:10]1[CH:19]=[C:14]([C:15]([O:17][CH3:18])=[O:16])[C:13]([NH2:20])=[CH:12][CH:11]=1. (7) Given the product [CH3:1][O:2][C:3]1[CH:4]=[CH:5][C:6]2[NH:12][C:11](=[O:13])[N:10]([CH:14]3[CH2:19][CH2:18][N:17]([C:22]4[CH:23]=[C:24]([C:28]([C:30]5[CH:39]=[CH:38][C:33]6[NH:34][C:35](=[O:37])[O:36][C:32]=6[CH:31]=5)=[O:29])[N:25]=[CH:26][N:27]=4)[CH2:16][CH2:15]3)[CH2:9][CH2:8][C:7]=2[CH:20]=1, predict the reactants needed to synthesize it. The reactants are: [CH3:1][O:2][C:3]1[CH:4]=[CH:5][C:6]2[NH:12][C:11](=[O:13])[N:10]([CH:14]3[CH2:19][CH2:18][NH:17][CH2:16][CH2:15]3)[CH2:9][CH2:8][C:7]=2[CH:20]=1.Cl[C:22]1[N:27]=[CH:26][N:25]=[C:24]([C:28]([C:30]2[CH:39]=[CH:38][C:33]3[NH:34][C:35](=[O:37])[O:36][C:32]=3[CH:31]=2)=[O:29])[CH:23]=1.CCN(C(C)C)C(C)C. (8) Given the product [Cl:65][CH2:66][CH2:67][O:44][C:41]1[CH:40]=[CH:39][C:38]([C:34]2[CH:35]=[CH:36][CH:37]=[C:32]([N:22]3[C:23]4[N:30]=[CH:29][C:28]([F:31])=[CH:27][C:24]=4[C:25](=[O:26])[N:20]([C@@H:17]4[CH2:18][CH2:19][C@H:14]([NH:13][C:11]([C:9]5[N:10]=[C:5]6[CH:4]=[CH:3][C:2]([F:1])=[CH:7][N:6]6[CH:8]=5)=[O:12])[CH2:15][CH2:16]4)[C:21]3=[O:45])[CH:33]=2)=[CH:43][CH:42]=1, predict the reactants needed to synthesize it. The reactants are: [F:1][C:2]1[CH:3]=[CH:4][C:5]2[N:6]([CH:8]=[C:9]([C:11]([NH:13][C@H:14]3[CH2:19][CH2:18][C@@H:17]([N:20]4[C:25](=[O:26])[C:24]5[CH:27]=[C:28]([F:31])[CH:29]=[N:30][C:23]=5[N:22]([C:32]5[CH:33]=[C:34]([C:38]6[CH:43]=[CH:42][C:41]([OH:44])=[CH:40][CH:39]=6)[CH:35]=[CH:36][CH:37]=5)[C:21]4=[O:45])[CH2:16][CH2:15]3)=[O:12])[N:10]=2)[CH:7]=1.C1(P(C2C=CC=CC=2)C2C=CC=CC=2)C=CC=CC=1.[Cl:65][CH2:66][CH2:67]O.N(C(OC(C)C)=O)=NC(OC(C)C)=O. (9) Given the product [Cl:20][C:21]1[CH:28]=[CH:27][CH:26]=[C:25]([N:17]2[CH2:16][CH2:15][N:14]([C:12](=[O:13])[CH2:11][CH2:10][O:9][C:6]3[CH:7]=[CH:8][C:3]([F:2])=[CH:4][CH:5]=3)[CH2:19][CH2:18]2)[C:22]=1[C:23]#[N:24], predict the reactants needed to synthesize it. The reactants are: Cl.[F:2][C:3]1[CH:8]=[CH:7][C:6]([O:9][CH2:10][CH2:11][C:12]([N:14]2[CH2:19][CH2:18][NH:17][CH2:16][CH2:15]2)=[O:13])=[CH:5][CH:4]=1.[Cl:20][C:21]1[CH:28]=[CH:27][CH:26]=[C:25](F)[C:22]=1[C:23]#[N:24].CCN(C(C)C)C(C)C. (10) Given the product [F:29][C:30]([F:41])([F:40])[C:31]([NH:21][C@H:19]([C@H:18]([O:17][C:13]1[CH:12]=[C:11]2[C:16](=[CH:15][CH:14]=1)[N:8]([C:5]1[CH:4]=[CH:3][C:2]([F:1])=[CH:7][CH:6]=1)[N:9]=[CH:10]2)[CH2:22][C:23]1[CH:24]=[CH:25][CH:26]=[CH:27][CH:28]=1)[CH3:20])=[O:32], predict the reactants needed to synthesize it. The reactants are: [F:1][C:2]1[CH:7]=[CH:6][C:5]([N:8]2[C:16]3[C:11](=[CH:12][C:13]([O:17][C@H:18]([CH2:22][C:23]4[CH:28]=[CH:27][CH:26]=[CH:25][CH:24]=4)[C@@H:19]([NH2:21])[CH3:20])=[CH:14][CH:15]=3)[CH:10]=[N:9]2)=[CH:4][CH:3]=1.[F:29][C:30]([F:41])([F:40])[C:31](O[C:31](=[O:32])[C:30]([F:41])([F:40])[F:29])=[O:32].